From a dataset of Full USPTO retrosynthesis dataset with 1.9M reactions from patents (1976-2016). Predict the reactants needed to synthesize the given product. Given the product [CH3:1][N:2]1[C:6]([S:7][C:8]2[C:17](=[O:18])[C:16]3[C:11](=[CH:12][CH:13]=[CH:14][CH:15]=3)/[C:10](=[N:19]/[S:20]([C:23]3[CH:28]=[CH:27][CH:26]=[CH:25][CH:24]=3)(=[O:22])=[O:21])/[CH:9]=2)=[N:5][N:4]=[N:3]1.[CH3:1][N:2]1[C:6]([S:7][C:8]2[C:17](=[O:18])[C:16]3[C:11](=[CH:12][CH:13]=[CH:14][CH:15]=3)/[C:10](=[N:19]/[S:20]([C:23]3[CH:28]=[CH:27][C:26]([C:29]4[CH:34]=[CH:33][CH:32]=[CH:31][CH:30]=4)=[CH:25][CH:24]=3)(=[O:21])=[O:22])/[CH:9]=2)=[N:5][N:4]=[N:3]1, predict the reactants needed to synthesize it. The reactants are: [CH3:1][N:2]1[C:6]([S:7][C:8]2[C:17](=[O:18])[C:16]3[C:11](=[CH:12][CH:13]=[CH:14][CH:15]=3)/[C:10](=[N:19]/[S:20]([C:23]3[CH:28]=[CH:27][C:26]([C:29]4[CH:34]=[CH:33][CH:32]=[CH:31][CH:30]=4)=[CH:25][CH:24]=3)(=[O:22])=[O:21])/[CH:9]=2)=[N:5][N:4]=[N:3]1.ClC1C(=O)C2C(=CC=CC=2)/C(=N/S(C2C=CC=CC=2)(=O)=O)/C=1.